This data is from NCI-60 drug combinations with 297,098 pairs across 59 cell lines. The task is: Regression. Given two drug SMILES strings and cell line genomic features, predict the synergy score measuring deviation from expected non-interaction effect. Drug 1: C1=NC(=NC(=O)N1C2C(C(C(O2)CO)O)O)N. Drug 2: CN(CCCl)CCCl.Cl. Cell line: TK-10. Synergy scores: CSS=45.4, Synergy_ZIP=-11.4, Synergy_Bliss=-3.45, Synergy_Loewe=-1.17, Synergy_HSA=0.511.